This data is from Reaction yield outcomes from USPTO patents with 853,638 reactions. The task is: Predict the reaction yield, written as a fraction of the theoretical maximum amount of product (1.0 means a 100% yield; for example, 0.34 means a 34% yield). The reactants are N(C(OCC)=O)=NC(OCC)=O.OC1C=C([O:21][S:22]([C:25]2[CH:30]=[CH:29][CH:28]=[CH:27][C:26]=2[Cl:31])(=[O:24])=[O:23])C=C(C)C=1.C(C1C=C(C=CC=1)CO)#N.C1(P(C2C=CC=CC=2)C2C=CC=CC=2)C=CC=CC=1. The catalyst is O1CCCC1. The product is [Cl:31][C:26]1[CH:27]=[CH:28][CH:29]=[CH:30][C:25]=1[S:22]([OH:24])(=[O:23])=[O:21]. The yield is 0.890.